This data is from Forward reaction prediction with 1.9M reactions from USPTO patents (1976-2016). The task is: Predict the product of the given reaction. (1) Given the reactants Cl[CH2:2][C:3]([N:5]1[CH2:10][CH2:9][N:8]([C:11]2[CH:16]=[CH:15][C:14]([O:17][CH2:18][C:19]3[CH:24]=[CH:23][C:22]([C:25]([F:28])([F:27])[F:26])=[CH:21][CH:20]=3)=[CH:13][CH:12]=2)[CH2:7][CH2:6]1)=[O:4].FC(F)(F)C1C=CC(COC2C=CC(N3CCNCC3)=CC=2)=CC=1.ClCC(Cl)=O.[N+:58]([C:61]1[CH:66]=[CH:65][C:64]([NH:67][C@H:68]2[CH2:73][CH2:72][C@H:71]([OH:74])[CH2:70][CH2:69]2)=[CH:63][C:62]=1[C:75]([F:78])([F:77])[F:76])([O-:60])=[O:59], predict the reaction product. The product is: [N+:58]([C:61]1[CH:66]=[CH:65][C:64]([NH:67][C@H:68]2[CH2:73][CH2:72][C@H:71]([O:74][CH2:2][C:3]([N:5]3[CH2:10][CH2:9][N:8]([C:11]4[CH:16]=[CH:15][C:14]([O:17][CH2:18][C:19]5[CH:24]=[CH:23][C:22]([C:25]([F:28])([F:27])[F:26])=[CH:21][CH:20]=5)=[CH:13][CH:12]=4)[CH2:7][CH2:6]3)=[O:4])[CH2:70][CH2:69]2)=[CH:63][C:62]=1[C:75]([F:76])([F:77])[F:78])([O-:60])=[O:59]. (2) Given the reactants [C:1]([O:5][C:6](=[O:27])[NH:7][CH2:8][CH2:9][C:10]([N:12]([C:15]1[C:16]([Cl:26])=[N:17][N:18]([C:20]2[CH:21]=[N:22][CH:23]=[CH:24][CH:25]=2)[CH:19]=1)[CH2:13][CH3:14])=[O:11])([CH3:4])([CH3:3])[CH3:2].[H-].[Na+].[CH3:30]I, predict the reaction product. The product is: [C:1]([O:5][C:6](=[O:27])[N:7]([CH2:8][CH2:9][C:10]([N:12]([C:15]1[C:16]([Cl:26])=[N:17][N:18]([C:20]2[CH:21]=[N:22][CH:23]=[CH:24][CH:25]=2)[CH:19]=1)[CH2:13][CH3:14])=[O:11])[CH3:30])([CH3:2])([CH3:3])[CH3:4]. (3) Given the reactants ClC1C=C([C@@H](N2CC[C@H](OCOC)C2)CO)C=CC=1.[Cl:20][C:21]1[CH:22]=[C:23]([C@H:27](O)[CH2:28][N:29]2[CH2:33][CH2:32][C@H:31]([O:34][CH2:35][O:36][CH3:37])[CH2:30]2)[CH:24]=[CH:25][CH:26]=1.[CH3:39][NH:40][C:41]1[CH:50]=[CH:49][C:44]([C:45]([O:47][CH3:48])=[O:46])=[CH:43][CH:42]=1, predict the reaction product. The product is: [Cl:20][C:21]1[CH:22]=[C:23]([C@H:27]([N:40]([C:41]2[CH:50]=[CH:49][C:44]([C:45]([O:47][CH3:48])=[O:46])=[CH:43][CH:42]=2)[CH3:39])[CH2:28][N:29]2[CH2:33][CH2:32][C@H:31]([O:34][CH2:35][O:36][CH3:37])[CH2:30]2)[CH:24]=[CH:25][CH:26]=1.